This data is from Full USPTO retrosynthesis dataset with 1.9M reactions from patents (1976-2016). The task is: Predict the reactants needed to synthesize the given product. (1) Given the product [C:1]([NH:5][C:6]([C@@H:7]([NH:8][CH2:14][CH2:13][CH2:19][S:16]([OH:18])(=[O:17])=[O:15])[CH:9]([CH3:10])[CH3:11])=[O:12])([CH3:4])([CH3:3])[CH3:2], predict the reactants needed to synthesize it. The reactants are: [C:1]([NH:5][C:6](=[O:12])[C@H:7]([CH:9]([CH3:11])[CH3:10])[NH2:8])([CH3:4])([CH3:3])[CH3:2].[CH2:13]1[CH2:19][S:16](=[O:18])(=[O:17])[O:15][CH2:14]1. (2) Given the product [CH:20]1([C:23]2[NH:28][N:27]=[C:1]([C:4]3[CH:9]=[CH:8][CH:7]=[CH:6][CH:5]=3)[CH:2]=2)[CH2:22][CH2:21]1, predict the reactants needed to synthesize it. The reactants are: [C:1]([C:4]1[CH:9]=[CH:8][CH:7]=[CH:6][CH:5]=1)(=O)[CH3:2].[Li+].C[Si]([N-][Si](C)(C)C)(C)C.[CH:20]1([C:23](Cl)=O)[CH2:22][CH2:21]1.O.[NH2:27][NH2:28]. (3) Given the product [Br:1][C:2]1[CH:3]=[C:4]2[C:10]([CH2:11][OH:12])=[N:9][N:8]([C:15]([C:22]3[CH:27]=[CH:26][CH:25]=[CH:24][CH:23]=3)([C:16]3[CH:17]=[CH:18][CH:19]=[CH:20][CH:21]=3)[C:28]3[CH:33]=[CH:32][CH:31]=[CH:30][CH:29]=3)[C:5]2=[N:6][CH:7]=1, predict the reactants needed to synthesize it. The reactants are: [Br:1][C:2]1[CH:3]=[C:4]2[C:10]([C:11](OC)=[O:12])=[N:9][N:8]([C:15]([C:28]3[CH:33]=[CH:32][CH:31]=[CH:30][CH:29]=3)([C:22]3[CH:27]=[CH:26][CH:25]=[CH:24][CH:23]=3)[C:16]3[CH:21]=[CH:20][CH:19]=[CH:18][CH:17]=3)[C:5]2=[N:6][CH:7]=1.CCO.[Li+].[BH4-]. (4) The reactants are: C(OC(=O)[NH:7][C:8]1[CH:13]=[CH:12][C:11]([NH:14][C:15]([C:17]2[N:18]([CH2:36][C:37]3[CH:42]=[CH:41][CH:40]=[CH:39][C:38]=3[F:43])[C:19]3[C:24]([CH:25]=2)=[CH:23][C:22]([NH:26][C:27](=[O:35])[CH2:28][CH:29]2[CH2:34][CH2:33][O:32][CH2:31][CH2:30]2)=[CH:21][CH:20]=3)=[O:16])=[CH:10][CH:9]=1)(C)(C)C.[ClH:45]. Given the product [ClH:45].[NH2:7][C:8]1[CH:9]=[CH:10][C:11]([NH:14][C:15]([C:17]2[N:18]([CH2:36][C:37]3[CH:42]=[CH:41][CH:40]=[CH:39][C:38]=3[F:43])[C:19]3[C:24]([CH:25]=2)=[CH:23][C:22]([NH:26][C:27](=[O:35])[CH2:28][CH:29]2[CH2:34][CH2:33][O:32][CH2:31][CH2:30]2)=[CH:21][CH:20]=3)=[O:16])=[CH:12][CH:13]=1, predict the reactants needed to synthesize it. (5) Given the product [C:28]([O:32][C:33](=[O:37])[NH:13][C@@H:14]1[CH2:15][C@@H:16]1[C:21]1[CH:22]=[CH:23][C:24]([F:27])=[CH:25][CH:26]=1)([CH3:31])([CH3:30])[CH3:29], predict the reactants needed to synthesize it. The reactants are: [Na].S(N[N:13]=[CH:14][C:15]1C=CC=C[C:16]=1[C:21]1[CH:26]=[CH:25][C:24]([F:27])=[CH:23][CH:22]=1)(C1C=CC(C)=CC=1)(=O)=O.[C:28]([O:32][C:33](=[O:37])NC=C)([CH3:31])([CH3:30])[CH3:29].O1CCOCC1.C(OC)(C)(C)C. (6) The reactants are: [OH:1][CH:2]([C:27]1[N:32]=[C:31]2[CH2:33][O:34]C(C3C=CC=CC=3)[O:36][C:30]2=[CH:29][CH:28]=1)[CH2:3][NH:4][CH2:5][CH2:6][C:7]1[CH:26]=[CH:25][C:10]([O:11][CH2:12][CH2:13][O:14][CH2:15][C:16]2[CH:17]=[C:18]([CH:22]=[CH:23][CH:24]=2)[C:19]([NH2:21])=[O:20])=[CH:9][CH:8]=1. Given the product [OH:1][CH:2]([C:27]1[CH:28]=[CH:29][C:30]([OH:36])=[C:31]([CH2:33][OH:34])[N:32]=1)[CH2:3][NH:4][CH2:5][CH2:6][C:7]1[CH:26]=[CH:25][C:10]([O:11][CH2:12][CH2:13][O:14][CH2:15][C:16]2[CH:17]=[C:18]([CH:22]=[CH:23][CH:24]=2)[C:19]([NH2:21])=[O:20])=[CH:9][CH:8]=1, predict the reactants needed to synthesize it. (7) Given the product [C:1]([NH:24][CH2:25][CH2:26][NH:27][P:28](=[O:48])([O:29][CH3:30])[O:57][CH2:56][C@H:54]1[S:55][CH2:51][C@@H:52]([N:58]2[CH:59]=[CH:60][C:61]([NH2:65])=[N:62][C:63]2=[O:64])[O:53]1)(=[O:23])[CH2:2][CH2:3]/[CH:4]=[CH:5]\[CH2:6]/[CH:7]=[CH:8]\[CH2:9]/[CH:10]=[CH:11]\[CH2:12]/[CH:13]=[CH:14]\[CH2:15]/[CH:16]=[CH:17]\[CH2:18]/[CH:19]=[CH:20]\[CH2:21][CH3:22], predict the reactants needed to synthesize it. The reactants are: [C:1]([NH:24][CH2:25][CH2:26][NH:27][P:28](=O)([O:48]C)[O:29][CH2:30][C@@H]1[C@@H](N=[N+]=[N-])C[C@@H](N2C=C(C)C(=O)NC2=O)O1)(=[O:23])[CH2:2][CH2:3]/[CH:4]=[CH:5]\[CH2:6]/[CH:7]=[CH:8]\[CH2:9]/[CH:10]=[CH:11]\[CH2:12]/[CH:13]=[CH:14]\[CH2:15]/[CH:16]=[CH:17]\[CH2:18]/[CH:19]=[CH:20]\[CH2:21][CH3:22].[CH2:51]1[S:55][C@H:54]([CH2:56][OH:57])[O:53][C@@H:52]1[N:58]1[C:63](=[O:64])[N:62]=[C:61]([NH2:65])[CH:60]=[CH:59]1.